Dataset: Full USPTO retrosynthesis dataset with 1.9M reactions from patents (1976-2016). Task: Predict the reactants needed to synthesize the given product. (1) Given the product [CH2:1]1[O:16][C:15]2[C:3](=[C:4]([CH:12]=[CH:13][CH:14]=2)[CH:5]=[CH:6][C:7]([OH:9])=[O:8])[O:2]1, predict the reactants needed to synthesize it. The reactants are: [CH2:1]1[O:16][C:15]2[C:3](=[C:4]([CH:12]=[CH:13][CH:14]=2)[CH:5]=[CH:6][C:7]([O:9]CC)=[O:8])[O:2]1.[OH-].[K+]. (2) Given the product [Cl:1][C:2]1[CH:3]=[C:4]([C:12]2[O:16][N:15]=[C:14]([C:17]3[CH:25]=[CH:24][C:23]([CH2:26][CH2:27][CH2:28][C:29]([OH:31])=[O:30])=[C:22]4[C:18]=3[CH:19]=[CH:20][N:21]4[CH2:34][CH3:35])[N:13]=2)[CH:5]=[CH:6][C:7]=1[O:8][CH:9]([CH3:11])[CH3:10], predict the reactants needed to synthesize it. The reactants are: [Cl:1][C:2]1[CH:3]=[C:4]([C:12]2[O:16][N:15]=[C:14]([C:17]3[CH:25]=[CH:24][C:23]([CH2:26][CH2:27][CH2:28][C:29]([O:31]CC)=[O:30])=[C:22]4[C:18]=3[CH:19]=[CH:20][N:21]4[CH2:34][CH3:35])[N:13]=2)[CH:5]=[CH:6][C:7]=1[O:8][CH:9]([CH3:11])[CH3:10].[OH-].[Na+].Cl. (3) The reactants are: [CH3:1][O-:2].[Na+].Cl[C:5]1[C:10]([NH2:11])=[C:9](Cl)[N:8]=[C:7]([CH3:13])[N:6]=1.[CH3:14][OH:15]. Given the product [CH3:1][O:2][C:5]1[C:10]([NH2:11])=[C:9]([O:15][CH3:14])[N:8]=[C:7]([CH3:13])[N:6]=1, predict the reactants needed to synthesize it. (4) Given the product [C:19]([C:5]1[CH:4]=[C:3]([NH:2][C:30](=[O:31])[O:32][CH2:33][C:34]([Cl:37])([Cl:36])[Cl:35])[N:7]([C:8]2[CH:17]=[C:16]3[C:11]([CH2:12][CH2:13][NH:14][C:15]3=[O:18])=[CH:10][CH:9]=2)[N:6]=1)([CH3:22])([CH3:21])[CH3:20], predict the reactants needed to synthesize it. The reactants are: Cl.[NH2:2][C:3]1[N:7]([C:8]2[CH:17]=[C:16]3[C:11]([CH2:12][CH2:13][NH:14][C:15]3=[O:18])=[CH:10][CH:9]=2)[N:6]=[C:5]([C:19]([CH3:22])([CH3:21])[CH3:20])[CH:4]=1.N1C=CC=CC=1.Cl[C:30]([O:32][CH2:33][C:34]([Cl:37])([Cl:36])[Cl:35])=[O:31].